Dataset: Reaction yield outcomes from USPTO patents with 853,638 reactions. Task: Predict the reaction yield, written as a fraction of the theoretical maximum amount of product (1.0 means a 100% yield; for example, 0.34 means a 34% yield). The reactants are [NH2:1][C:2]1[NH:3][CH:4]=[C:5]([C:10]([NH2:12])=[O:11])[C:6]=1[C:7]([NH2:9])=[O:8].CC(O)=O.C(O[N:22]=O)(C)(C)C. The catalyst is O. The product is [OH:8][C:7]1[C:6]2[C:5]([C:10]([NH2:12])=[O:11])=[CH:4][NH:3][C:2]=2[N:1]=[N:22][N:9]=1. The yield is 0.560.